From a dataset of Peptide-MHC class I binding affinity with 185,985 pairs from IEDB/IMGT. Regression. Given a peptide amino acid sequence and an MHC pseudo amino acid sequence, predict their binding affinity value. This is MHC class I binding data. (1) The peptide sequence is MTMITPPTF. The MHC is HLA-A68:23 with pseudo-sequence HLA-A68:23. The binding affinity (normalized) is 0.851. (2) The peptide sequence is FMRERQLPQ. The MHC is HLA-A30:01 with pseudo-sequence HLA-A30:01. The binding affinity (normalized) is 0.213. (3) The peptide sequence is QRAAMAAQL. The MHC is HLA-A68:02 with pseudo-sequence HLA-A68:02. The binding affinity (normalized) is 0.106. (4) The peptide sequence is WLGHPFTPV. The MHC is HLA-A80:01 with pseudo-sequence HLA-A80:01. The binding affinity (normalized) is 0.0847. (5) The MHC is HLA-C03:03 with pseudo-sequence HLA-C03:03. The binding affinity (normalized) is 0.384. The peptide sequence is HMIDKLFYV. (6) The peptide sequence is ELVNQIIEQL. The MHC is HLA-A33:01 with pseudo-sequence HLA-A33:01. The binding affinity (normalized) is 0. (7) The peptide sequence is TALTGATEI. The MHC is H-2-Kb with pseudo-sequence H-2-Kb. The binding affinity (normalized) is 0.115.